From a dataset of NCI-60 drug combinations with 297,098 pairs across 59 cell lines. Regression. Given two drug SMILES strings and cell line genomic features, predict the synergy score measuring deviation from expected non-interaction effect. (1) Drug 1: C1=CN(C(=O)N=C1N)C2C(C(C(O2)CO)O)(F)F. Drug 2: C1=CC(=C(C=C1I)F)NC2=C(C=CC(=C2F)F)C(=O)NOCC(CO)O. Cell line: OVCAR3. Synergy scores: CSS=44.5, Synergy_ZIP=-2.96, Synergy_Bliss=-2.22, Synergy_Loewe=-5.99, Synergy_HSA=3.62. (2) Drug 1: CC1CCCC2(C(O2)CC(NC(=O)CC(C(C(=O)C(C1O)C)(C)C)O)C(=CC3=CSC(=N3)C)C)C. Synergy scores: CSS=39.8, Synergy_ZIP=-8.00, Synergy_Bliss=-16.9, Synergy_Loewe=-25.2, Synergy_HSA=-11.1. Drug 2: CC12CCC3C(C1CCC2OP(=O)(O)O)CCC4=C3C=CC(=C4)OC(=O)N(CCCl)CCCl.[Na+]. Cell line: SNB-19. (3) Drug 1: C1=CC=C(C=C1)NC(=O)CCCCCCC(=O)NO. Drug 2: C(CCl)NC(=O)N(CCCl)N=O. Cell line: NCI-H226. Synergy scores: CSS=5.25, Synergy_ZIP=2.10, Synergy_Bliss=6.30, Synergy_Loewe=-0.141, Synergy_HSA=1.92. (4) Drug 1: CC1C(C(=O)NC(C(=O)N2CCCC2C(=O)N(CC(=O)N(C(C(=O)O1)C(C)C)C)C)C(C)C)NC(=O)C3=C4C(=C(C=C3)C)OC5=C(C(=O)C(=C(C5=N4)C(=O)NC6C(OC(=O)C(N(C(=O)CN(C(=O)C7CCCN7C(=O)C(NC6=O)C(C)C)C)C)C(C)C)C)N)C. Drug 2: CC(C)(C#N)C1=CC(=CC(=C1)CN2C=NC=N2)C(C)(C)C#N. Cell line: SK-MEL-28. Synergy scores: CSS=-0.469, Synergy_ZIP=-1.26, Synergy_Bliss=-4.28, Synergy_Loewe=-2.67, Synergy_HSA=-4.50. (5) Drug 1: CC1=C2C(C(=O)C3(C(CC4C(C3C(C(C2(C)C)(CC1OC(=O)C(C(C5=CC=CC=C5)NC(=O)OC(C)(C)C)O)O)OC(=O)C6=CC=CC=C6)(CO4)OC(=O)C)OC)C)OC. Drug 2: CC(C)CN1C=NC2=C1C3=CC=CC=C3N=C2N. Cell line: UACC62. Synergy scores: CSS=38.0, Synergy_ZIP=3.87, Synergy_Bliss=5.66, Synergy_Loewe=-25.8, Synergy_HSA=4.13. (6) Drug 2: C1C(C(OC1N2C=NC3=C2NC=NCC3O)CO)O. Synergy scores: CSS=39.9, Synergy_ZIP=1.44, Synergy_Bliss=-1.65, Synergy_Loewe=-41.1, Synergy_HSA=-1.15. Cell line: K-562. Drug 1: CC1=C2C(C(=O)C3(C(CC4C(C3C(C(C2(C)C)(CC1OC(=O)C(C(C5=CC=CC=C5)NC(=O)OC(C)(C)C)O)O)OC(=O)C6=CC=CC=C6)(CO4)OC(=O)C)OC)C)OC.